From a dataset of Ames mutagenicity test results for genotoxicity prediction. Regression/Classification. Given a drug SMILES string, predict its toxicity properties. Task type varies by dataset: regression for continuous values (e.g., LD50, hERG inhibition percentage) or binary classification for toxic/non-toxic outcomes (e.g., AMES mutagenicity, cardiotoxicity, hepatotoxicity). Dataset: ames. (1) The compound is CN(C)S(=O)(=O)CCNC(=O)N(CCCl)N=O. The result is 1 (mutagenic). (2) The result is 0 (non-mutagenic). The compound is O=C(O)O. (3) The compound is CN(C)c1ccc(N=Nc2ccc(C=O)cc2)cc1. The result is 1 (mutagenic). (4) The drug is CC(C)(N)[C@H]1CC[C@@](C)(N)CC1. The result is 0 (non-mutagenic). (5) The drug is O=C1C(c2[nH]c3ccccc3c2O)=Nc2ccccc21. The result is 1 (mutagenic). (6) The compound is O=[N+]([O-])c1ccc(-c2nc3n(c2[N+](=O)[O-])CCS3)cc1. The result is 1 (mutagenic). (7) The drug is Cc1cccc([N+](=O)[O-])c1C(O)O. The result is 1 (mutagenic).